Task: Regression. Given a peptide amino acid sequence and an MHC pseudo amino acid sequence, predict their binding affinity value. This is MHC class II binding data.. Dataset: Peptide-MHC class II binding affinity with 134,281 pairs from IEDB (1) The MHC is HLA-DPA10103-DPB10301 with pseudo-sequence HLA-DPA10103-DPB10301. The peptide sequence is FVHLGHRDNIEDDLL. The binding affinity (normalized) is 0.0513. (2) The peptide sequence is GAVDIINKWQVVAPQ. The MHC is HLA-DQA10301-DQB10302 with pseudo-sequence HLA-DQA10301-DQB10302. The binding affinity (normalized) is 0.103. (3) The peptide sequence is GVLVATNFFGINTIP. The MHC is DRB1_1201 with pseudo-sequence DRB1_1201. The binding affinity (normalized) is 0.366. (4) The peptide sequence is AAATAGTTVYFAFAA. The MHC is HLA-DQA10501-DQB10301 with pseudo-sequence HLA-DQA10501-DQB10301. The binding affinity (normalized) is 0.725. (5) The peptide sequence is ASIIRLVGAVLAEQH. The MHC is DRB1_0802 with pseudo-sequence DRB1_0802. The binding affinity (normalized) is 0.0967.